Predict which catalyst facilitates the given reaction. From a dataset of Catalyst prediction with 721,799 reactions and 888 catalyst types from USPTO. (1) The catalyst class is: 777. Product: [C:22]([O:7][CH:8]([CH:15]1[CH2:20][CH:19]2[CH2:21][CH:16]1[CH:17]=[CH:18]2)[CH:9]1[CH2:14][CH2:13][O:12][C:10]1=[O:11])(=[O:24])[CH3:23]. Reactant: N1C=CC=CC=1.[OH:7][CH:8]([CH:15]1[CH2:20][CH:19]2[CH2:21][CH:16]1[CH:17]=[CH:18]2)[CH:9]1[CH2:14][CH2:13][O:12][C:10]1=[O:11].[C:22](OC(=O)C)(=[O:24])[CH3:23]. (2) Reactant: C(=O)([O-])[O-].[Cs+].[Cs+].Br[CH2:8][CH2:9][CH2:10][O:11][Si:12]([C:15]([CH3:18])([CH3:17])[CH3:16])([CH3:14])[CH3:13].[CH3:19][O:20][C:21](=[O:50])[N:22]=[C:23]([S:48][CH3:49])[C:24]([C:38]1[CH:43]=[C:42]([O:44][CH3:45])[CH:41]=[C:40]([OH:46])[C:39]=1[F:47])=[N:25][C:26]1[CH:31]=[CH:30][C:29]([C:32]2[N:36]=[C:35]([CH3:37])[O:34][N:33]=2)=[CH:28][CH:27]=1.O. Product: [CH3:19][O:20][C:21](=[O:50])[N:22]=[C:23]([S:48][CH3:49])[C:24]([C:38]1[CH:43]=[C:42]([O:44][CH3:45])[CH:41]=[C:40]([O:46][CH2:8][CH2:9][CH2:10][O:11][Si:12]([C:15]([CH3:18])([CH3:17])[CH3:16])([CH3:14])[CH3:13])[C:39]=1[F:47])=[N:25][C:26]1[CH:31]=[CH:30][C:29]([C:32]2[N:36]=[C:35]([CH3:37])[O:34][N:33]=2)=[CH:28][CH:27]=1. The catalyst class is: 39. (3) Reactant: [Cl:1][C:2]1[CH:18]=[C:17]([Cl:19])[CH:16]=[CH:15][C:3]=1[CH2:4][NH:5][C:6](=[O:14])[C:7]1[CH:12]=[CH:11][C:10]([OH:13])=[N:9][CH:8]=1.[CH2:20](I)[CH3:21].C(=O)([O-])[O-].[K+].[K+]. Product: [Cl:1][C:2]1[CH:18]=[C:17]([Cl:19])[CH:16]=[CH:15][C:3]=1[CH2:4][NH:5][C:6]([C:7]1[CH:12]=[CH:11][C:10](=[O:13])[N:9]([CH2:20][CH3:21])[CH:8]=1)=[O:14]. The catalyst class is: 10. (4) Reactant: [S:1]1[CH:5]=[CH:4][N:3]=[CH:2]1.[CH3:6][C:7]([S:10]([N:12]=[C:13]1[CH2:16][O:15][CH2:14]1)=[O:11])([CH3:9])[CH3:8]. Product: [S:1]1[CH:5]=[CH:4][N:3]=[C:2]1[C:13]1([NH:12][S:10]([C:7]([CH3:9])([CH3:8])[CH3:6])=[O:11])[CH2:16][O:15][CH2:14]1. The catalyst class is: 7. (5) Reactant: CS(O[CH:6]([C:9]1[N:10]=[C:11]2[CH2:26][CH2:25][CH2:24][CH2:23][N:12]2[C:13](=[O:22])[C:14]=1[CH2:15][C:16]1[CH:21]=[CH:20][CH:19]=[CH:18][CH:17]=1)[CH2:7][CH3:8])(=O)=O.[NH2:27][CH2:28][CH2:29][CH2:30][NH:31][C:32](=[O:38])[O:33][C:34]([CH3:37])([CH3:36])[CH3:35].[I-].[K+].CO. Product: [NH3:10].[CH2:15]([C:14]1[C:13](=[O:22])[N:12]2[CH2:23][CH2:24][CH2:25][CH2:26][C:11]2=[N:10][C:9]=1[CH:6]([NH:27][CH2:28][CH2:29][CH2:30][NH:31][C:32](=[O:38])[O:33][C:34]([CH3:36])([CH3:35])[CH3:37])[CH2:7][CH3:8])[C:16]1[CH:21]=[CH:20][CH:19]=[CH:18][CH:17]=1. The catalyst class is: 85.